Dataset: Reaction yield outcomes from USPTO patents with 853,638 reactions. Task: Predict the reaction yield, written as a fraction of the theoretical maximum amount of product (1.0 means a 100% yield; for example, 0.34 means a 34% yield). (1) The reactants are [NH:1]1[C:9]2[C:4](=[CH:5][CH:6]=[C:7]([C:10]([O:12][CH3:13])=[O:11])[CH:8]=2)[CH:3]=[CH:2]1.Cl[Sn](Cl)(Cl)Cl.[F:19][C:20]1[CH:25]=[CH:24][C:23]([C:26]2[C:30]([C:31](Cl)=[O:32])=[C:29]([CH3:34])[O:28][N:27]=2)=[CH:22][CH:21]=1.[N+](C)([O-])=O. The catalyst is C(Cl)Cl. The product is [CH3:13][O:12][C:10]([C:7]1[CH:8]=[C:9]2[C:4]([C:3]([C:31]([C:30]3[C:26]([C:23]4[CH:24]=[CH:25][C:20]([F:19])=[CH:21][CH:22]=4)=[N:27][O:28][C:29]=3[CH3:34])=[O:32])=[CH:2][NH:1]2)=[CH:5][CH:6]=1)=[O:11]. The yield is 0.230. (2) The reactants are [NH:1]1[C:5]2[CH:6]=[CH:7][C:8]([C:10]([OH:12])=O)=[CH:9][C:4]=2[N:3]=[CH:2]1.[O:13]1[CH:17]=[CH:16][C:15]([C:18]2[CH:19]=[CH:20][C:21]3[CH2:22][C@H:23]4[C@@H:28]([C:29]=3[CH:30]=2)[CH2:27][CH2:26][CH2:25][NH:24]4)=[CH:14]1. No catalyst specified. The product is [NH:1]1[C:5]2[CH:6]=[CH:7][C:8]([C:10]([N:24]3[CH2:25][CH2:26][CH2:27][C@@H:28]4[C:29]5[CH:30]=[C:18]([C:15]6[CH:16]=[CH:17][O:13][CH:14]=6)[CH:19]=[CH:20][C:21]=5[CH2:22][C@H:23]34)=[O:12])=[CH:9][C:4]=2[N:3]=[CH:2]1. The yield is 0.140. (3) The reactants are Cl[C:2]1[C:11]2[C:6](=[CH:7][CH:8]=[CH:9][CH:10]=2)[N:5]=[C:4]([N:12]2[CH2:18][CH2:17][CH2:16][C:15]3[CH:19]=[C:20]([S:23]([CH3:26])(=[O:25])=[O:24])[CH:21]=[CH:22][C:14]=3[CH2:13]2)[CH:3]=1.[CH2:27]([NH2:30])[CH2:28][NH2:29]. No catalyst specified. The product is [CH3:26][S:23]([C:20]1[CH:21]=[CH:22][C:14]2[CH2:13][N:12]([C:4]3[CH:3]=[C:2]([NH:29][CH2:28][CH2:27][NH2:30])[C:11]4[C:6](=[CH:7][CH:8]=[CH:9][CH:10]=4)[N:5]=3)[CH2:18][CH2:17][CH2:16][C:15]=2[CH:19]=1)(=[O:25])=[O:24]. The yield is 0.465. (4) The reactants are [NH2:1][C:2]1[CH:7]=[C:6]([Cl:8])[CH:5]=[CH:4][N:3]=1.[N+:9]([O-])([OH:11])=[O:10].O. The catalyst is S(=O)(=O)(O)O. The product is [NH2:1][C:2]1[C:7]([N+:9]([O-:11])=[O:10])=[C:6]([Cl:8])[CH:5]=[CH:4][N:3]=1. The yield is 0.360. (5) The reactants are [CH3:1][O:2][C:3]1[CH:4]=[C:5]2[C:10](=[CH:11][C:12]=1[O:13][CH3:14])[N:9]=[CH:8][CH:7]=[C:6]2[O:15][C:16]1[CH:22]=[CH:21][C:19]([NH2:20])=[CH:18][CH:17]=1.Cl[C:24](Cl)([O:26][C:27](=[O:33])OC(Cl)(Cl)Cl)Cl.[C:35]1([CH2:41][CH2:42]CO)[CH:40]=[CH:39][CH:38]=[CH:37][CH:36]=1.C(=O)(O)[O-].[Na+]. The catalyst is C(Cl)Cl.C(N(CC)CC)C.C1(C)C=CC=CC=1. The product is [CH3:1][O:2][C:3]1[CH:4]=[C:5]2[C:10](=[CH:11][C:12]=1[O:13][CH3:14])[N:9]=[CH:8][CH:7]=[C:6]2[O:15][C:16]1[CH:22]=[CH:21][C:19]([NH:20][C:27](=[O:33])[O:26][CH2:24][CH2:42][CH2:41][C:35]2[CH:40]=[CH:39][CH:38]=[CH:37][CH:36]=2)=[CH:18][CH:17]=1. The yield is 0.640. (6) The reactants are [C:1]([O:5][C:6](=[O:41])[C@@H:7]([NH:20][C:21](=[O:40])[NH:22][C@@H:23]([CH2:31][CH2:32][C:33]([O:35][C:36]([CH3:39])([CH3:38])[CH3:37])=[O:34])[C:24]([O:26][C:27]([CH3:30])([CH3:29])[CH3:28])=[O:25])[CH2:8][CH2:9][C:10](ON1C(=O)CCC1=O)=[O:11])([CH3:4])([CH3:3])[CH3:2].[NH2:42][C@@H:43]([CH2:47][CH2:48][CH2:49][CH2:50][N:51]([CH2:78][C:79]1[N:80]([CH2:84][C:85]([N:87]([CH2:96][C:97]([O:99][C:100]([CH3:103])([CH3:102])[CH3:101])=[O:98])[CH2:88][C:89](=[O:95])[O:90][C:91]([CH3:94])([CH3:93])[CH3:92])=[O:86])[CH:81]=[CH:82][N:83]=1)[CH2:52][C:53]1[N:54]([CH2:58][C:59](=[O:77])[N:60]([CH2:69][C:70](=[O:76])[O:71][C:72]([CH3:75])([CH3:74])[CH3:73])[CH2:61][C:62](=[O:68])[O:63][C:64]([CH3:67])([CH3:66])[CH3:65])[CH:55]=[CH:56][N:57]=1)[C:44]([OH:46])=[O:45].CCN(C(C)C)C(C)C. The catalyst is CN(C=O)C. The product is [C:100]([O:99][C:97](=[O:98])[CH2:96][N:87]([CH2:88][C:89](=[O:95])[O:90][C:91]([CH3:94])([CH3:93])[CH3:92])[C:85](=[O:86])[CH2:84][N:80]1[CH:81]=[CH:82][N:83]=[C:79]1[CH2:78][N:51]([CH2:52][C:53]1[N:54]([CH2:58][C:59](=[O:77])[N:60]([CH2:69][C:70](=[O:76])[O:71][C:72]([CH3:75])([CH3:74])[CH3:73])[CH2:61][C:62](=[O:68])[O:63][C:64]([CH3:65])([CH3:67])[CH3:66])[CH:55]=[CH:56][N:57]=1)[CH2:50][CH2:49][CH2:48][CH2:47][C@H:43]([NH:42][C:10](=[O:11])[CH2:9][CH2:8][C@@H:7]([C:6]([O:5][C:1]([CH3:4])([CH3:3])[CH3:2])=[O:41])[NH:20][C:21](=[O:40])[NH:22][C@H:23]([C:24]([O:26][C:27]([CH3:28])([CH3:29])[CH3:30])=[O:25])[CH2:31][CH2:32][C:33](=[O:34])[O:35][C:36]([CH3:39])([CH3:38])[CH3:37])[C:44]([OH:46])=[O:45])([CH3:103])([CH3:102])[CH3:101]. The yield is 0.840. (7) The reactants are [Br:1][C:2]1[N:7]=[C:6]2[N:8]([C:13]3[CH:18]=[CH:17][CH:16]=[C:15]([N:19]4[N:28]=[CH:27][C:26]5[C:21](=[C:22]([F:33])[CH:23]=[C:24]([C:29]([CH3:32])([CH3:31])[CH3:30])[CH:25]=5)[C:20]4=[O:34])[C:14]=3[CH2:35][OH:36])[CH:9]=[C:10]([C:11]#[N:12])[C:5]2=[CH:4][CH:3]=1.C([OH:39])C. The catalyst is O. The product is [Br:1][C:2]1[N:7]=[C:6]2[N:8]([C:13]3[CH:18]=[CH:17][CH:16]=[C:15]([N:19]4[N:28]=[CH:27][C:26]5[C:21](=[C:22]([F:33])[CH:23]=[C:24]([C:29]([CH3:31])([CH3:32])[CH3:30])[CH:25]=5)[C:20]4=[O:34])[C:14]=3[CH2:35][OH:36])[CH:9]=[C:10]([C:11]([NH2:12])=[O:39])[C:5]2=[CH:4][CH:3]=1. The yield is 0.770.